From a dataset of Catalyst prediction with 721,799 reactions and 888 catalyst types from USPTO. Predict which catalyst facilitates the given reaction. (1) Reactant: C[O:2][C:3](=O)[CH2:4][CH2:5][C:6]1[O:7][CH:8]=[C:9]([C:11]2[CH:16]=[CH:15][C:14]([C:17]([F:20])([F:19])[F:18])=[CH:13][CH:12]=2)[N:10]=1.[H-].[H-].[H-].[H-].[Al+3].[Li+].O.O.O.O.O.O.O.O.O.O.S([O-])([O-])(=O)=O.[Na+].[Na+]. Product: [F:20][C:17]([F:18])([F:19])[C:14]1[CH:13]=[CH:12][C:11]([C:9]2[N:10]=[C:6]([CH2:5][CH2:4][CH2:3][OH:2])[O:7][CH:8]=2)=[CH:16][CH:15]=1. The catalyst class is: 76. (2) Product: [F:46][C:44]1[CH:43]=[CH:42][C:41]([C:8]2[CH:7]=[CH:6][C:5]3[C:10](=[CH:11][CH:12]=[C:3]([O:2][CH3:1])[CH:4]=3)[C:9]=2[C:13]([C:14]2[CH:19]=[CH:18][C:17]([O:20][CH2:21][CH2:22][N:23]3[CH2:28][CH2:27][CH2:26][CH2:25][CH2:24]3)=[CH:16][CH:15]=2)=[O:29])=[C:40]([S:39][CH3:38])[CH:45]=1. Reactant: [CH3:1][O:2][C:3]1[CH:4]=[C:5]2[C:10](=[CH:11][CH:12]=1)[C:9]([C:13](=[O:29])[C:14]1[CH:19]=[CH:18][C:17]([O:20][CH2:21][CH2:22][N:23]3[CH2:28][CH2:27][CH2:26][CH2:25][CH2:24]3)=[CH:16][CH:15]=1)=[C:8](OS(C(F)(F)F)(=O)=O)[CH:7]=[CH:6]2.[CH3:38][S:39][C:40]1[CH:45]=[C:44]([F:46])[CH:43]=[CH:42][C:41]=1B(O)O.[F-].[Cs+].C1(P(C2CCCCC2)C2CCCCC2)CCCCC1. The catalyst class is: 167. (3) Reactant: [Br:1][C:2]1[CH:6]=[CH:5][S:4][CH:3]=1.[CH3:7][O:8][C:9]1[CH:17]=[CH:16][C:12]([C:13](Cl)=[O:14])=[CH:11][CH:10]=1.Cl.O. Product: [Br:1][C:2]1[CH:6]=[CH:5][S:4][C:3]=1[C:13]([C:12]1[CH:16]=[CH:17][C:9]([O:8][CH3:7])=[CH:10][CH:11]=1)=[O:14]. The catalyst class is: 528. (4) Reactant: [CH3:1][C:2]1[CH:7]=[C:6]([NH:8][CH:9]([CH3:19])[CH2:10][NH:11]C(=O)OC(C)(C)C)[CH:5]=[C:4]([CH3:20])[N:3]=1.[ClH:21]. Product: [ClH:21].[CH3:1][C:2]1[CH:7]=[C:6]([NH:8][CH:9]([CH3:19])[CH2:10][NH2:11])[CH:5]=[C:4]([CH3:20])[N:3]=1. The catalyst class is: 12. (5) Reactant: CC1C=CC(S(O[CH2:12][CH:13]2[O:18][C:17]3[CH:19]=[C:20]([N+:23]([O-:25])=[O:24])[CH:21]=[CH:22][C:16]=3[O:15][CH2:14]2)(=O)=O)=CC=1.CS(C)=O.[CH2:30]([NH2:37])[C:31]1[CH:36]=[CH:35][CH:34]=[CH:33][CH:32]=1. Product: [CH2:30]([NH:37][CH2:12][C@@H:13]1[O:18][C:17]2[CH:19]=[C:20]([N+:23]([O-:25])=[O:24])[CH:21]=[CH:22][C:16]=2[O:15][CH2:14]1)[C:31]1[CH:36]=[CH:35][CH:34]=[CH:33][CH:32]=1. The catalyst class is: 6.